Dataset: NCI-60 drug combinations with 297,098 pairs across 59 cell lines. Task: Regression. Given two drug SMILES strings and cell line genomic features, predict the synergy score measuring deviation from expected non-interaction effect. (1) Drug 1: CN(C)C1=NC(=NC(=N1)N(C)C)N(C)C. Drug 2: C1CN1P(=S)(N2CC2)N3CC3. Cell line: SF-539. Synergy scores: CSS=18.7, Synergy_ZIP=-5.31, Synergy_Bliss=-3.98, Synergy_Loewe=-43.6, Synergy_HSA=-6.26. (2) Drug 1: CS(=O)(=O)OCCCCOS(=O)(=O)C. Drug 2: CC1C(C(CC(O1)OC2CC(CC3=C2C(=C4C(=C3O)C(=O)C5=CC=CC=C5C4=O)O)(C(=O)C)O)N)O. Cell line: OVCAR-8. Synergy scores: CSS=33.9, Synergy_ZIP=4.07, Synergy_Bliss=1.16, Synergy_Loewe=-34.7, Synergy_HSA=1.59. (3) Drug 1: CCC(=C(C1=CC=CC=C1)C2=CC=C(C=C2)OCCN(C)C)C3=CC=CC=C3.C(C(=O)O)C(CC(=O)O)(C(=O)O)O. Drug 2: CN1C2=C(C=C(C=C2)N(CCCl)CCCl)N=C1CCCC(=O)O.Cl. Cell line: MDA-MB-231. Synergy scores: CSS=0.393, Synergy_ZIP=2.48, Synergy_Bliss=4.94, Synergy_Loewe=-0.682, Synergy_HSA=0.185. (4) Drug 1: C1=NC2=C(N=C(N=C2N1C3C(C(C(O3)CO)O)O)F)N. Drug 2: C1=CC=C(C=C1)NC(=O)CCCCCCC(=O)NO. Cell line: TK-10. Synergy scores: CSS=18.6, Synergy_ZIP=-6.42, Synergy_Bliss=-3.10, Synergy_Loewe=-4.28, Synergy_HSA=-2.69. (5) Drug 1: CC1=C(C(CCC1)(C)C)C=CC(=CC=CC(=CC(=O)O)C)C. Drug 2: B(C(CC(C)C)NC(=O)C(CC1=CC=CC=C1)NC(=O)C2=NC=CN=C2)(O)O. Cell line: NCI-H522. Synergy scores: CSS=75.4, Synergy_ZIP=2.13, Synergy_Bliss=4.56, Synergy_Loewe=-43.2, Synergy_HSA=2.58.